From a dataset of NCI-60 drug combinations with 297,098 pairs across 59 cell lines. Regression. Given two drug SMILES strings and cell line genomic features, predict the synergy score measuring deviation from expected non-interaction effect. Cell line: 786-0. Drug 1: C1=CC(=C2C(=C1NCCNCCO)C(=O)C3=C(C=CC(=C3C2=O)O)O)NCCNCCO. Drug 2: CCCS(=O)(=O)NC1=C(C(=C(C=C1)F)C(=O)C2=CNC3=C2C=C(C=N3)C4=CC=C(C=C4)Cl)F. Synergy scores: CSS=62.4, Synergy_ZIP=0.694, Synergy_Bliss=-0.327, Synergy_Loewe=-29.6, Synergy_HSA=0.457.